This data is from Reaction yield outcomes from USPTO patents with 853,638 reactions. The task is: Predict the reaction yield, written as a fraction of the theoretical maximum amount of product (1.0 means a 100% yield; for example, 0.34 means a 34% yield). The catalyst is C1COCC1.O. The yield is 0.690. The product is [O:24]=[C:23]1[C:22]2[C:21](=[CH:28][CH:27]=[CH:26][CH:25]=2)[C:20](=[O:29])[N:19]1[O:18][CH:12]([C:43]1[CH:44]=[CH:45][CH:46]=[CH:47][CH:48]=1)[CH2:2][CH2:3][N:4]([CH3:51])[C:5](=[O:11])[O:6][C:7]([CH3:8])([CH3:9])[CH3:10]. The reactants are O[CH:2]([C:12]1C=CC=CC=1)[CH2:3][NH:4][C:5](=[O:11])[O:6][C:7]([CH3:10])([CH3:9])[CH3:8].[OH:18][N:19]1[C:23](=[O:24])[C:22]2=[CH:25][CH:26]=[CH:27][CH:28]=[C:21]2[C:20]1=[O:29].[C:43]1(P([C:43]2[CH:48]=[CH:47][CH:46]=[CH:45][CH:44]=2)[C:43]2[CH:48]=[CH:47][CH:46]=[CH:45][CH:44]=2)[CH:48]=[CH:47][CH:46]=[CH:45][CH:44]=1.N(C(OCC)=O)=N[C:51](OCC)=O.